This data is from Full USPTO retrosynthesis dataset with 1.9M reactions from patents (1976-2016). The task is: Predict the reactants needed to synthesize the given product. Given the product [F:24][C:3]([F:2])([F:23])[C:4]1[CH:22]=[CH:21][CH:20]=[CH:19][C:5]=1[CH:6]([O:14][CH:15]1[CH2:18][N:17]([C:34]([NH:33][C:29]([CH3:32])([CH3:31])[CH3:30])=[O:35])[CH2:16]1)[C:7]1[CH:12]=[CH:11][C:10]([F:13])=[CH:9][CH:8]=1, predict the reactants needed to synthesize it. The reactants are: Cl.[F:2][C:3]([F:24])([F:23])[C:4]1[CH:22]=[CH:21][CH:20]=[CH:19][C:5]=1[CH:6]([O:14][CH:15]1[CH2:18][NH:17][CH2:16]1)[C:7]1[CH:12]=[CH:11][C:10]([F:13])=[CH:9][CH:8]=1.C(=O)([O-])[O-].[C:29]([N:33]=[C:34]=[O:35])([CH3:32])([CH3:31])[CH3:30].